Dataset: Forward reaction prediction with 1.9M reactions from USPTO patents (1976-2016). Task: Predict the product of the given reaction. (1) Given the reactants Br[C:2]1[CH:7]=[CH:6][CH:5]=[CH:4][C:3]=1[OH:8].[N:9]1[CH:14]=[CH:13][CH:12]=[C:11](B(O)O)[CH:10]=1.C(=O)([O-])[O-].[Na+].[Na+].O, predict the reaction product. The product is: [N:9]1[CH:14]=[CH:13][CH:12]=[C:11]([C:2]2[CH:7]=[CH:6][CH:5]=[CH:4][C:3]=2[OH:8])[CH:10]=1. (2) Given the reactants FC(F)(F)C([O:5][C@@H:6]1[CH2:10][C:9](=[O:11])[O:8][C:7]1=[O:12])=O.[CH3:15][O:16][C:17]1[CH:22]=[CH:21][C:20]([CH2:23][OH:24])=[CH:19][CH:18]=1.C(N/C(=N\C(C)C)/O[C:31]([CH3:34])([CH3:33])[CH3:32])(C)C, predict the reaction product. The product is: [OH:5][C@H:6]([CH2:10][C:9]([O:8][C:31]([CH3:34])([CH3:33])[CH3:32])=[O:11])[C:7]([O:24][CH2:23][C:20]1[CH:21]=[CH:22][C:17]([O:16][CH3:15])=[CH:18][CH:19]=1)=[O:12].